Dataset: Forward reaction prediction with 1.9M reactions from USPTO patents (1976-2016). Task: Predict the product of the given reaction. (1) Given the reactants Br[CH:2]([CH:16]([CH3:18])[CH3:17])[CH2:3][N-:4][C:5]1[CH:14]=[CH:13][C:12]2[C:7](=[CH:8][CH:9]=[CH:10][CH:11]=2)[C:6]=1[OH:15].C(=O)([O-])[O-:20].[K+].[K+].C(OCC)(=O)C.O, predict the reaction product. The product is: [CH:16]([CH:2]1[O:15][C:6]2[C:7]3[C:12]([CH:13]=[CH:14][C:5]=2[NH:4][C:3]1=[O:20])=[CH:11][CH:10]=[CH:9][CH:8]=3)([CH3:18])[CH3:17]. (2) Given the reactants [CH3:1][C:2]1[C:6]([N+:7]([O-:9])=[O:8])=[CH:5][NH:4][N:3]=1.C(N(CC)CC)C.[C:17](O[C:17]([O:19][C:20]([CH3:23])([CH3:22])[CH3:21])=[O:18])([O:19][C:20]([CH3:23])([CH3:22])[CH3:21])=[O:18].O, predict the reaction product. The product is: [CH3:1][C:2]1[C:6]([N+:7]([O-:9])=[O:8])=[CH:5][N:4]([C:17]([O:19][C:20]([CH3:23])([CH3:22])[CH3:21])=[O:18])[N:3]=1. (3) Given the reactants [H-].[Al+3].[Li+].[H-].[H-].[H-].[CH2:7]([CH2:22][C:23](OC)=[O:24])[CH:8]=[C:9]([CH2:11][CH2:12][CH:13]=[C:14]([CH2:16][CH2:17][CH:18]=[C:19]([CH3:21])[CH3:20])[CH3:15])[CH3:10].S([O-])([O-])(=O)=O.[Na+].[Na+].O, predict the reaction product. The product is: [CH3:10][C:9]([CH2:11][CH2:12][CH:13]=[C:14]([CH3:15])[CH2:16][CH2:17][CH:18]=[C:19]([CH3:21])[CH3:20])=[CH:8][CH2:7][CH2:22][CH2:23][OH:24]. (4) Given the reactants [OH:1][N:2]1[C:6](=[O:7])[C:5]2=[CH:8][CH:9]=[CH:10][CH:11]=[C:4]2[C:3]1=[O:12].C1CCN2C(=NCCC2)CC1.[CH:24]1([CH2:30]Br)[CH2:29][CH2:28][CH2:27][CH2:26][CH2:25]1, predict the reaction product. The product is: [CH:24]1([CH2:30][O:1][N:2]2[C:3](=[O:12])[C:4]3[C:5](=[CH:8][CH:9]=[CH:10][CH:11]=3)[C:6]2=[O:7])[CH2:29][CH2:28][CH2:27][CH2:26][CH2:25]1. (5) Given the reactants C[C:2]1([CH3:9])[O:6][C@H:5]([CH2:7][OH:8])[CH2:4][O:3]1.[OH-].[K+].[CH2:12](Br)[CH2:13][CH2:14][CH2:15][CH2:16][CH2:17][CH2:18][CH2:19][CH2:20][CH2:21][CH2:22][CH2:23][CH2:24][CH2:25]CC, predict the reaction product. The product is: [CH2:2]([O:3][CH2:4][C@H:5]([CH2:7][OH:8])[OH:6])[CH2:9][CH2:25][CH2:24][CH2:23][CH2:22][CH2:21][CH2:20][CH2:19][CH2:18][CH2:17][CH2:16][CH2:15][CH2:14][CH2:13][CH3:12]. (6) Given the reactants C[O:2][C:3](=[O:29])[C:4]1[CH:9]=[CH:8][CH:7]=[CH:6][C:5]=1[NH:10][C:11](=[O:28])[C:12]1[CH:17]=[CH:16][CH:15]=[CH:14][C:13]=1[NH:18][C:19](=[O:27])[C:20]1[CH:25]=[CH:24][CH:23]=[CH:22][C:21]=1[NH2:26].Cl, predict the reaction product. The product is: [NH2:26][C:21]1[CH:22]=[CH:23][CH:24]=[CH:25][C:20]=1[C:19]([NH:18][C:13]1[CH:14]=[CH:15][CH:16]=[CH:17][C:12]=1[C:11]([NH:10][C:5]1[CH:6]=[CH:7][CH:8]=[CH:9][C:4]=1[C:3]([OH:29])=[O:2])=[O:28])=[O:27]. (7) Given the reactants [Cl:1][C:2]1[CH:7]=[CH:6][C:5]([C:8]23[CH:13]([CH:14]=O)[CH:12]2[CH2:11][N:10]([C:16]([O:18][C:19]([CH3:22])([CH3:21])[CH3:20])=[O:17])[CH2:9]3)=[CH:4][CH:3]=1.C1(=O)NC(=O)C=C1.ClC1C=CC(N)=CC=1.N1C=CC=CC=1.Cl.[CH3:45][O:46][NH2:47], predict the reaction product. The product is: [Cl:1][C:2]1[CH:3]=[CH:4][C:5]([C:8]23[CH:13]([CH:14]=[N:47][O:46][CH3:45])[CH:12]2[CH2:11][N:10]([C:16]([O:18][C:19]([CH3:20])([CH3:22])[CH3:21])=[O:17])[CH2:9]3)=[CH:6][CH:7]=1. (8) The product is: [F:21][C:20]([F:23])([F:22])[C:17]1[N:15]2[N:16]=[C:11]([N:24]3[CH2:29][CH2:28][CH:27]([C:30]4[CH:52]=[CH:51][C:33]([O:34][CH2:35][CH2:36][CH2:37][N:38]5[CH2:39][CH2:40][N:41]([C:44]([O:46][C:47]([CH3:48])([CH3:49])[CH3:50])=[O:45])[CH2:42][CH2:43]5)=[CH:32][CH:31]=4)[CH2:26][CH2:25]3)[CH:12]=[CH:13][C:14]2=[N:19][N:18]=1. Given the reactants CCN(C(C)C)C(C)C.Cl[C:11]1[CH:12]=[CH:13][C:14]2[N:15]([C:17]([C:20]([F:23])([F:22])[F:21])=[N:18][N:19]=2)[N:16]=1.[NH:24]1[CH2:29][CH2:28][CH:27]([C:30]2[CH:52]=[CH:51][C:33]([O:34][CH2:35][CH2:36][CH2:37][N:38]3[CH2:43][CH2:42][N:41]([C:44]([O:46][C:47]([CH3:50])([CH3:49])[CH3:48])=[O:45])[CH2:40][CH2:39]3)=[CH:32][CH:31]=2)[CH2:26][CH2:25]1, predict the reaction product. (9) Given the reactants [Cl:1][C:2]1[CH:3]=[CH:4][C:5]2[O:9][C:8](S)=[N:7][C:6]=2[CH:11]=1.[C:12](Cl)(=[O:16])[C:13](Cl)=O.CN(C=O)C.C([N:25]([CH2:28][CH3:29])[CH2:26][CH3:27])C.Cl.C(N(CC)CC)C.[C:38]([NH:45]CCN)([O:40][C:41]([CH3:44])([CH3:43])[CH3:42])=[O:39].C1CCN2C(=NCCC2)CC1, predict the reaction product. The product is: [C:41]([O:40][C:38](=[O:39])[NH:45][CH2:29][CH2:28][N:25]([C:8]1[O:9][C:5]2[CH:4]=[CH:3][C:2]([Cl:1])=[CH:11][C:6]=2[N:7]=1)[CH2:26][CH2:27][C:12](=[O:16])[CH3:13])([CH3:44])([CH3:43])[CH3:42]. (10) Given the reactants [F:1][C:2]([F:26])([F:25])[C:3]1[N:7]2[N:8]=[C:9]([N:12]3[CH2:17][CH2:16][CH:15]([CH2:18][O:19][CH2:20][C:21](OC)=[O:22])[CH2:14][CH2:13]3)[CH:10]=[CH:11][C:6]2=[N:5][N:4]=1.CO.[CH3:29][NH:30][CH3:31], predict the reaction product. The product is: [CH3:29][N:30]([CH3:31])[C:21](=[O:22])[CH2:20][O:19][CH2:18][CH:15]1[CH2:14][CH2:13][N:12]([C:9]2[CH:10]=[CH:11][C:6]3[N:7]([C:3]([C:2]([F:25])([F:26])[F:1])=[N:4][N:5]=3)[N:8]=2)[CH2:17][CH2:16]1.